Dataset: Catalyst prediction with 721,799 reactions and 888 catalyst types from USPTO. Task: Predict which catalyst facilitates the given reaction. (1) Reactant: C(OC([NH:8][C@@:9]([CH3:26])([C:17]([NH:19][CH2:20][C:21]([O:23][CH2:24][CH3:25])=[O:22])=[O:18])[CH2:10][C:11]1[CH:16]=[CH:15][CH:14]=[CH:13][CH:12]=1)=O)(C)(C)C. Product: [CH3:26][C@:9]([C:17]([NH:19][CH2:20][C:21]([O:23][CH2:24][CH3:25])=[O:22])=[O:18])([CH2:10][C:11]1[CH:16]=[CH:15][CH:14]=[CH:13][CH:12]=1)[NH2:8]. The catalyst class is: 89. (2) Reactant: Cl.[NH2:2][CH2:3][C:4]1[CH:12]=[CH:11][CH:10]=[C:9]2[C:5]=1[C:6](=[O:22])[N:7]([CH:14]1[CH2:19][CH2:18][C:17](=[O:20])[NH:16][C:15]1=[O:21])[C:8]2=[O:13].[Cl:23][C:24]1[C:29]([C:30](Cl)=[O:31])=[CH:28][C:27]([Cl:33])=[CH:26][N:25]=1.C(N(CC)CC)C. Product: [Cl:23][C:24]1[N:25]=[CH:26][C:27]([Cl:33])=[CH:28][C:29]=1[C:30]([NH:2][CH2:3][C:4]1[CH:12]=[CH:11][CH:10]=[C:9]2[C:5]=1[C:6](=[O:22])[N:7]([CH:14]1[CH2:19][CH2:18][C:17](=[O:20])[NH:16][C:15]1=[O:21])[C:8]2=[O:13])=[O:31]. The catalyst class is: 1. (3) Product: [Cl:1][C:2]1[CH:3]=[C:4]2[C:8](=[CH:9][CH:10]=1)[N:7]([C:25](=[O:27])[CH2:26][CH:21]([CH3:20])[CH2:22][C:23]([OH:28])=[O:24])[C:6]([CH2:11][CH2:12][CH2:13][CH2:14][CH:15]([CH3:17])[CH3:16])=[CH:5]2. Reactant: [Cl:1][C:2]1[CH:3]=[C:4]2[C:8](=[CH:9][CH:10]=1)[NH:7][C:6]([CH2:11][CH2:12][CH2:13][CH2:14][CH:15]([CH3:17])[CH3:16])=[CH:5]2.[OH-].[K+].[CH3:20][CH:21]1[CH2:26][C:25](=[O:27])[O:24][C:23](=[O:28])[CH2:22]1. The catalyst class is: 16. (4) Reactant: [NH2:1][C:2]1[C:3]([C:9]#[N:10])=[N:4][C:5]([Br:8])=[CH:6][N:7]=1.[H-].[Na+].[C:13](Cl)(=[O:20])[C:14]1[CH:19]=[CH:18][CH:17]=[CH:16][CH:15]=1.Cl.C. Product: [Br:8][C:5]1[N:4]=[C:3]([C:9]#[N:10])[C:2]([NH:1][C:13](=[O:20])[C:14]2[CH:19]=[CH:18][CH:17]=[CH:16][CH:15]=2)=[N:7][CH:6]=1. The catalyst class is: 355. (5) Reactant: [CH3:1][O:2][CH2:3][O:4][C@@H:5]1[C@H:10]([OH:11])[CH2:9][C@@H:8]2[C@H:6]1[CH2:7]2.C([O-])(O)=O.[Na+].CC(OI1(OC(C)=O)(OC(C)=O)OC(=O)C2C=CC=CC1=2)=O. Product: [CH3:1][O:2][CH2:3][O:4][C@@H:5]1[C:10](=[O:11])[CH2:9][C@@H:8]2[C@H:6]1[CH2:7]2. The catalyst class is: 4. (6) Reactant: C1(C)C=CC(S(O)(=O)=O)=CC=1.[NH2:12][CH2:13][C@@:14]1([CH2:23][C:24]([OH:26])=[O:25])[CH2:20][C@H:19]2[C@@H:15]1[CH:16]=[C:17]([CH2:21][CH3:22])[CH2:18]2.[OH-].[Na+].[C:29](O[C:29]([O:31][C:32]([CH3:35])([CH3:34])[CH3:33])=[O:30])([O:31][C:32]([CH3:35])([CH3:34])[CH3:33])=[O:30].C(O)(=O)CC(CC(O)=O)(C(O)=O)O. Product: [C:32]([O:31][C:29]([NH:12][CH2:13][C@@:14]1([CH2:23][C:24]([OH:26])=[O:25])[CH2:20][C@H:19]2[C@@H:15]1[CH:16]=[C:17]([CH2:21][CH3:22])[CH2:18]2)=[O:30])([CH3:35])([CH3:34])[CH3:33]. The catalyst class is: 127. (7) Product: [CH3:20][N:21]([CH3:30])[C:22]1[CH:29]=[CH:28][C:25]([CH:26]=[C:3]2[C:2](=[O:1])[N:6]([C:7]3[CH:8]=[CH:9][C:10]([S:13]([OH:16])(=[O:15])=[O:14])=[CH:11][CH:12]=3)[N:5]=[C:4]2[C:17]([OH:19])=[O:18])=[CH:24][CH:23]=1.[NH4+:35]. The catalyst class is: 8. Reactant: [OH:1][C:2]1[N:6]([C:7]2[CH:12]=[CH:11][C:10]([S:13]([OH:16])(=[O:15])=[O:14])=[CH:9][CH:8]=2)[N:5]=[C:4]([C:17]([OH:19])=[O:18])[CH:3]=1.[CH3:20][N:21]([CH3:30])[C:22]1[CH:29]=[CH:28][C:25]([CH:26]=O)=[CH:24][CH:23]=1.C([O-])(=O)C.[NH4+:35].